Dataset: Full USPTO retrosynthesis dataset with 1.9M reactions from patents (1976-2016). Task: Predict the reactants needed to synthesize the given product. (1) Given the product [OH:26][C:22]1[CH:21]=[C:20]([C:9]2[CH2:10][CH2:11][CH2:12][C:13]3[CH:18]=[C:17]([OH:19])[CH:16]=[CH:15][C:14]=3[C:8]=2[CH2:7][CH2:6][CH2:5][CH2:4][CH2:3][CH2:2][N:28]([CH3:27])[CH2:29][CH2:30][CH2:31][S:32]([CH2:34][CH2:35][CH2:36][C:37]([F:43])([F:42])[C:38]([F:39])([F:40])[F:41])=[O:33])[CH:25]=[CH:24][CH:23]=1, predict the reactants needed to synthesize it. The reactants are: Br[CH2:2][CH2:3][CH2:4][CH2:5][CH2:6][CH2:7][C:8]1[C:14]2[CH:15]=[CH:16][C:17]([OH:19])=[CH:18][C:13]=2[CH2:12][CH2:11][CH2:10][C:9]=1[C:20]1[CH:25]=[CH:24][CH:23]=[C:22]([OH:26])[CH:21]=1.[CH3:27][NH:28][CH2:29][CH2:30][CH2:31][S:32]([CH2:34][CH2:35][CH2:36][C:37]([F:43])([F:42])[C:38]([F:41])([F:40])[F:39])=[O:33]. (2) Given the product [Cl:40][C:36]1[CH:35]=[C:2]([CH:3]=[CH:5][CH:37]=1)[CH2:1][O:6][C:7]1[CH:16]=[CH:15][C:14]2[C:9](=[CH:10][CH:11]=[CH:12][CH:13]=2)[C:8]=1[CH:17]=[O:18], predict the reactants needed to synthesize it. The reactants are: [CH2:1]([O:6][C:7]1[CH:16]=[CH:15][C:14]2[C:9](=[CH:10][CH:11]=[CH:12][CH:13]=2)[C:8]=1[CH:17]=[O:18])[CH2:2][CH:3]([CH3:5])C.OC1C=CC2C(=CC=CC=2)C=1C=O.BrCC1C=C[CH:37]=[C:36]([Cl:40])[CH:35]=1. (3) Given the product [F:1][C:2]1[CH:7]=[CH:6][C:5]([C:8]2[CH:9]=[CH:10][N:11]=[C:12]3[C:17]=2[CH:16]=[CH:15][C:14]([C:18]([F:19])([F:20])[F:21])=[N:13]3)=[CH:4][C:3]=1[O:22][CH2:31][C:32]1[CH:33]=[N:34][CH:35]=[CH:36][CH:37]=1, predict the reactants needed to synthesize it. The reactants are: [F:1][C:2]1[CH:7]=[CH:6][C:5]([C:8]2[C:17]3[C:12](=[N:13][C:14]([C:18]([F:21])([F:20])[F:19])=[CH:15][CH:16]=3)[N:11]=[CH:10][CH:9]=2)=[CH:4][C:3]=1[OH:22].C(=O)([O-])[O-].[Cs+].[Cs+].Cl.Cl[CH2:31][C:32]1[CH:33]=[N:34][CH:35]=[CH:36][CH:37]=1. (4) Given the product [ClH:36].[C:1]([NH:4][C@:5]1([C:29]([NH:30][C:31]([CH3:34])([CH3:33])[CH3:32])=[O:35])[C@@H:9]([CH2:10][CH2:11][CH2:12][B:13]2[O:17][C:16]([CH3:18])([CH3:19])[C:15]([CH3:20])([CH3:21])[O:14]2)[CH2:8][NH:7][CH2:6]1)(=[O:3])[CH3:2], predict the reactants needed to synthesize it. The reactants are: [C:1]([NH:4][C@:5]1([C:29](=[O:35])[NH:30][C:31]([CH3:34])([CH3:33])[CH3:32])[C@@H:9]([CH2:10][CH2:11][CH2:12][B:13]2[O:17][C:16]([CH3:19])([CH3:18])[C:15]([CH3:21])([CH3:20])[O:14]2)[CH2:8][N:7](C(OC(C)(C)C)=O)[CH2:6]1)(=[O:3])[CH3:2].[ClH:36].O1CCOCC1. (5) Given the product [CH2:34]([NH:41][CH2:12][CH:8]([NH:9][CH:15]([CH:23]([CH3:25])[CH3:24])[C:16]([O:18][C:19]([CH3:22])([CH3:21])[CH3:20])=[O:17])[CH2:7][C:6]1[CH:26]=[CH:27][C:3]([O:2][CH3:1])=[CH:4][CH:5]=1)[C:35]1[CH:40]=[CH:39][CH:38]=[CH:37][CH:36]=1, predict the reactants needed to synthesize it. The reactants are: [CH3:1][O:2][C:3]1[CH:27]=[CH:26][C:6]([CH2:7][CH:8]2[CH2:12]OS(=O)(=O)[N:9]2[CH:15]([CH:23]([CH3:25])[CH3:24])[C:16]([O:18][C:19]([CH3:22])([CH3:21])[CH3:20])=[O:17])=[CH:5][CH:4]=1.C([O-])([O-])=O.[Cs+].[Cs+].[CH2:34]([NH2:41])[C:35]1[CH:40]=[CH:39][CH:38]=[CH:37][CH:36]=1. (6) Given the product [Br:1][C:2]1[CH:3]=[N:4][C:5]2[N:6]([N:8]=[C:9]([C:11]([N:26]3[CH2:25][CH2:24][N:23]4[C:19]([C:15]5[O:14][CH:18]=[CH:17][CH:16]=5)=[N:20][N:21]=[C:22]4[CH2:27]3)=[O:13])[CH:10]=2)[CH:7]=1, predict the reactants needed to synthesize it. The reactants are: [Br:1][C:2]1[CH:3]=[N:4][C:5]2[N:6]([N:8]=[C:9]([C:11]([OH:13])=O)[CH:10]=2)[CH:7]=1.[O:14]1[CH:18]=[CH:17][CH:16]=[C:15]1[C:19]1[N:23]2[CH2:24][CH2:25][NH:26][CH2:27][C:22]2=[N:21][N:20]=1. (7) Given the product [CH:28]([C:31]1[CH:36]=[CH:35][C:34]([CH3:37])=[CH:33][C:32]=1[N:38]1[C:42](=[O:43])[CH2:41][S:40]/[C:39]/1=[N:44]\[C:45]([NH:27][C:2]([CH3:1])([CH3:26])[CH2:3][C:4]1[CH:9]=[CH:8][C:7]([C:10]2[N:14]=[CH:13][N:12]([C:15]3[CH:20]=[CH:19][C:18]([O:21][C:22]([F:24])([F:23])[F:25])=[CH:17][CH:16]=3)[N:11]=2)=[CH:6][CH:5]=1)=[O:46])([CH3:30])[CH3:29], predict the reactants needed to synthesize it. The reactants are: [CH3:1][C:2]([NH2:27])([CH3:26])[CH2:3][C:4]1[CH:9]=[CH:8][C:7]([C:10]2[N:14]=[CH:13][N:12]([C:15]3[CH:20]=[CH:19][C:18]([O:21][C:22]([F:25])([F:24])[F:23])=[CH:17][CH:16]=3)[N:11]=2)=[CH:6][CH:5]=1.[CH:28]([C:31]1[CH:36]=[CH:35][C:34]([CH3:37])=[CH:33][C:32]=1[N:38]1[C:42](=[O:43])[CH2:41][S:40]/[C:39]/1=[N:44]\[C:45](=O)[O:46]C1C=CC([N+]([O-])=O)=CC=1)([CH3:30])[CH3:29]. (8) Given the product [C:10]([C:14]1[N:22]=[C:21]2[C:17]([N:18]=[CH:19][N:20]2[CH2:23][C:24]2[C:29]([Cl:30])=[CH:28][CH:27]=[CH:26][N:25]=2)=[C:16]([N:33]2[CH2:37][CH2:36][CH2:35][C@@H:34]2[C:38]#[N:39])[N:15]=1)([CH3:13])([CH3:12])[CH3:11], predict the reactants needed to synthesize it. The reactants are: CCN(C(C)C)C(C)C.[C:10]([C:14]1[N:22]=[C:21]2[C:17]([N:18]=[CH:19][N:20]2[CH2:23][C:24]2[C:29]([Cl:30])=[CH:28][CH:27]=[CH:26][N:25]=2)=[C:16](Cl)[N:15]=1)([CH3:13])([CH3:12])[CH3:11].Cl.[NH:33]1[CH2:37][CH2:36][CH2:35][C@@H:34]1[C:38]#[N:39].O. (9) Given the product [C:21]([O:25][C:2]1[CH:7]=[CH:6][C:5]([C:8]2[NH:13][C:12](=[O:14])[C:11]([C:15]([OH:17])=[O:16])=[CH:10][C:9]=2[CH2:19][CH3:20])=[CH:4][CH:3]=1)([CH3:24])([CH3:23])[CH3:22], predict the reactants needed to synthesize it. The reactants are: Br[C:2]1[CH:7]=[CH:6][C:5]([C:8]2[NH:13][C:12](=[O:14])[C:11]([C:15]([O:17]C)=[O:16])=[CH:10][C:9]=2[CH2:19][CH3:20])=[CH:4][CH:3]=1.[C:21]([O:25][Na])([CH3:24])([CH3:23])[CH3:22]. (10) Given the product [NH:3]1[C:7]2[CH:8]=[CH:9][CH:10]=[CH:11][C:6]=2[N:5]=[C:4]1[C@H:12]([NH:21][C:22]([NH:24][C@H:25]1[CH2:30][CH2:29][C@H:28]([OH:31])[CH2:27][CH2:26]1)=[O:23])[CH2:13][C:14]1[CH:15]=[CH:16][C:17]([Br:20])=[CH:18][CH:19]=1, predict the reactants needed to synthesize it. The reactants are: N#N.[NH:3]1[C:7]2[CH:8]=[CH:9][CH:10]=[CH:11][C:6]=2[N:5]=[C:4]1[C@H:12]([NH:21][C:22]([NH:24][C@H:25]1[CH2:30][CH2:29][C@H:28]([O:31][Si](C(C)(C)C)(C)C)[CH2:27][CH2:26]1)=[O:23])[CH2:13][C:14]1[CH:19]=[CH:18][C:17]([Br:20])=[CH:16][CH:15]=1.CCCC[N+](CCCC)(CCCC)CCCC.[F-].CC(=O)OCC.